This data is from Catalyst prediction with 721,799 reactions and 888 catalyst types from USPTO. The task is: Predict which catalyst facilitates the given reaction. (1) Reactant: [C:1](=[O:4])([O-])O.[Na+].I[C:7]1[C:12]([O:13][C:14]2[C:23]3[C:18](=[CH:19][C:20]([O:26][CH3:27])=[C:21]([O:24][CH3:25])[CH:22]=3)[N:17]=[CH:16][CH:15]=2)=[CH:11][CH:10]=[C:9]([CH3:28])[N:8]=1.[OH-].[Na+]. Product: [CH3:25][O:24][C:21]1[CH:22]=[C:23]2[C:18](=[CH:19][C:20]=1[O:26][CH3:27])[N:17]=[CH:16][CH:15]=[C:14]2[O:13][C:12]1[C:7]([C:18]2[CH:19]=[C:20]([CH2:1][OH:4])[CH:21]=[CH:22][CH:23]=2)=[N:8][C:9]([CH3:28])=[CH:10][CH:11]=1. The catalyst class is: 11. (2) Reactant: [CH3:1][C:2]1[O:6][N:5]=[C:4]([C:7]2[CH:12]=[CH:11][CH:10]=[CH:9][CH:8]=2)[C:3]=1[CH2:13][O:14][C:15]1[CH:23]=[CH:22][C:18]([C:19]([OH:21])=O)=[CH:17][N:16]=1.[NH2:24][N:25]1[CH2:30][CH2:29][O:28][CH2:27][CH2:26]1.F[B-](F)(F)F.N1(OC(N(C)C)=[N+](C)C)C2C=CC=CC=2N=N1.C(N(CC)C(C)C)(C)C. The catalyst class is: 3. Product: [CH3:1][C:2]1[O:6][N:5]=[C:4]([C:7]2[CH:8]=[CH:9][CH:10]=[CH:11][CH:12]=2)[C:3]=1[CH2:13][O:14][C:15]1[CH:23]=[CH:22][C:18]([C:19]([NH:24][N:25]2[CH2:30][CH2:29][O:28][CH2:27][CH2:26]2)=[O:21])=[CH:17][N:16]=1. (3) Reactant: [OH-].[Na+].[Cl:3][C:4]1[CH:5]=[C:6]([C:14]2[O:18][N:17]=[C:16]([C:19]3[C:20]([CH3:33])=[C:21]([CH2:25][CH2:26][CH2:27][C:28]([O:30]CC)=[O:29])[CH:22]=[CH:23][CH:24]=3)[N:15]=2)[CH:7]=[N:8][C:9]=1[O:10][CH:11]([CH3:13])[CH3:12].Cl. Product: [Cl:3][C:4]1[CH:5]=[C:6]([C:14]2[O:18][N:17]=[C:16]([C:19]3[C:20]([CH3:33])=[C:21]([CH2:25][CH2:26][CH2:27][C:28]([OH:30])=[O:29])[CH:22]=[CH:23][CH:24]=3)[N:15]=2)[CH:7]=[N:8][C:9]=1[O:10][CH:11]([CH3:13])[CH3:12]. The catalyst class is: 378. (4) Reactant: [NH2:1][C:2]1[C:3]([NH:18][C@@H:19]([C:22]2[CH:27]=[CH:26][CH:25]=[CH:24][CH:23]=2)[CH2:20][OH:21])=[N:4][C:5]([C:8]2[CH:17]=[CH:16][CH:15]=[C:14]3[C:9]=2[CH:10]=[CH:11][CH:12]=[N:13]3)=[CH:6][N:7]=1.NC1C(N[C@@H](C2C=CC=CC=2)[CH2:38][OH:39])=NC(Br)=CN=1.N1C2C=CC=C(B(O)O)C=2C=CC=1.C(=O)([O-])[O-].[K+].[K+]. Product: [OH:21][CH2:20][C@@H:19]([N:18]1[C:3]2=[N:4][C:5]([C:8]3[CH:17]=[CH:16][CH:15]=[C:14]4[C:9]=3[CH:10]=[CH:11][CH:12]=[N:13]4)=[CH:6][N:7]=[C:2]2[NH:1][C:38]1=[O:39])[C:22]1[CH:27]=[CH:26][CH:25]=[CH:24][CH:23]=1. The catalyst class is: 35. (5) Reactant: [NH2:1][C:2]1[CH:3]=[C:4]([N:8]([C:18]2[CH:23]=[C:22]([NH:24][C:25]3[CH:30]=[CH:29][C:28]([N:31]4[CH2:36][CH2:35][N:34]([CH3:37])[CH2:33][CH2:32]4)=[CH:27][C:26]=3[O:38][CH3:39])[N:21]=[CH:20][N:19]=2)[C:9]([NH:11][C:12]2[CH:17]=[CH:16][CH:15]=[CH:14][CH:13]=2)=[O:10])[CH:5]=[CH:6][CH:7]=1.C([O-])(O)=O.[Na+].[C:45](Cl)(=[O:48])[CH:46]=[CH2:47]. Product: [CH3:39][O:38][C:26]1[CH:27]=[C:28]([N:31]2[CH2:32][CH2:33][N:34]([CH3:37])[CH2:35][CH2:36]2)[CH:29]=[CH:30][C:25]=1[NH:24][C:22]1[N:21]=[CH:20][N:19]=[C:18]([N:8]([C:4]2[CH:3]=[C:2]([NH:1][C:45](=[O:48])[CH:46]=[CH2:47])[CH:7]=[CH:6][CH:5]=2)[C:9]([NH:11][C:12]2[CH:13]=[CH:14][CH:15]=[CH:16][CH:17]=2)=[O:10])[CH:23]=1. The catalyst class is: 1. (6) Reactant: [C:1]([C:5]1[CH:10]=[CH:9][C:8]([C:11]2[CH:16]=[CH:15][C:14]([C:17]([CH3:20])([CH3:19])[CH3:18])=[CH:13][CH:12]=2)=[CH:7][CH:6]=1)([CH3:4])([CH3:3])[CH3:2].[Br:21]Br. Product: [Br:21][C:16]1[CH:15]=[C:14]([C:17]([CH3:20])([CH3:19])[CH3:18])[CH:13]=[CH:12][C:11]=1[C:8]1[CH:9]=[CH:10][C:5]([C:1]([CH3:4])([CH3:3])[CH3:2])=[CH:6][CH:7]=1. The catalyst class is: 22.